From a dataset of TCR-epitope binding with 47,182 pairs between 192 epitopes and 23,139 TCRs. Binary Classification. Given a T-cell receptor sequence (or CDR3 region) and an epitope sequence, predict whether binding occurs between them. (1) The epitope is KRWIILGLNK. The TCR CDR3 sequence is CSVEGGTSGSYEQYF. Result: 1 (the TCR binds to the epitope). (2) The epitope is IPSINVHHY. The TCR CDR3 sequence is CASSYSGDDTQYF. Result: 0 (the TCR does not bind to the epitope). (3) The epitope is PKYVKQNTLKLAT. The TCR CDR3 sequence is CASTPSWETEAFF. Result: 1 (the TCR binds to the epitope). (4) The epitope is LLFGYPVYV. The TCR CDR3 sequence is CSASPGDYEQYF. Result: 0 (the TCR does not bind to the epitope). (5) The epitope is ATDALMTGY. The TCR CDR3 sequence is CASSLVGGAGEQFF. Result: 1 (the TCR binds to the epitope). (6) The epitope is EILDITPCSF. The TCR CDR3 sequence is CATQTSGGFNEQFF. Result: 0 (the TCR does not bind to the epitope).